Dataset: Forward reaction prediction with 1.9M reactions from USPTO patents (1976-2016). Task: Predict the product of the given reaction. (1) Given the reactants [CH3:1][O:2][C:3]1[CH:4]=[C:5]([CH:9]=[C:10]([N+:14]([O-:16])=[O:15])[C:11]=1[O:12][CH3:13])[C:6](O)=[O:7].C(Cl)(=O)C([Cl:20])=O, predict the reaction product. The product is: [CH3:1][O:2][C:3]1[CH:4]=[C:5]([CH:9]=[C:10]([N+:14]([O-:16])=[O:15])[C:11]=1[O:12][CH3:13])[C:6]([Cl:20])=[O:7]. (2) Given the reactants [NH2:1][C:2]1[CH:11]=[CH:10][C:5]([C:6]([O:8][CH3:9])=[O:7])=[CH:4][N:3]=1.[C:12](Cl)(Cl)=[O:13].Cl.[CH3:17][N:18]1[CH2:23][CH2:22][N:21]([C:24]2[CH:29]=[C:28]([C:30]3[CH:39]=[C:38]4[C:33]([CH2:34][CH2:35][NH:36][CH2:37]4)=[CH:32][CH:31]=3)[N:27]=[C:26]([NH2:40])[N:25]=2)[CH2:20][CH2:19]1, predict the reaction product. The product is: [NH2:40][C:26]1[N:27]=[C:28]([C:30]2[CH:39]=[C:38]3[C:33]([CH2:34][CH2:35][N:36]([C:12]([NH:1][C:2]4[CH:11]=[CH:10][C:5]([C:6]([O:8][CH3:9])=[O:7])=[CH:4][N:3]=4)=[O:13])[CH2:37]3)=[CH:32][CH:31]=2)[CH:29]=[C:24]([N:21]2[CH2:20][CH2:19][N:18]([CH3:17])[CH2:23][CH2:22]2)[N:25]=1. (3) Given the reactants [CH:1]1([CH2:4][O:5][C:6]2[N:11]=[C:10]([C:12]([OH:14])=O)[CH:9]=[CH:8][C:7]=2[N:15]2[CH2:18][C:17]([F:20])([F:19])[CH2:16]2)[CH2:3][CH2:2]1.Cl.[CH2:22]1[C:25]2([CH2:29][CH:28]([OH:30])[CH2:27][O:26]2)[CH2:24][NH:23]1.CN(C(ON1N=NC2C=CC=CC1=2)=[N+](C)C)C.[B-](F)(F)(F)F.CCN(C(C)C)C(C)C, predict the reaction product. The product is: [CH:1]1([CH2:4][O:5][C:6]2[N:11]=[C:10]([C:12]([N:23]3[CH2:22][C:25]4([CH2:29][CH:28]([OH:30])[CH2:27][O:26]4)[CH2:24]3)=[O:14])[CH:9]=[CH:8][C:7]=2[N:15]2[CH2:18][C:17]([F:20])([F:19])[CH2:16]2)[CH2:2][CH2:3]1. (4) The product is: [C:26]1(=[O:28])[O:27][CH2:19][CH2:20][CH2:21][CH2:22][CH2:23]1.[CH2:1]1[O:8][C:6](=[O:7])[CH2:5][O:4][C:2]1=[O:3]. Given the reactants [CH2:1]1[O:8][C:6](=[O:7])[CH2:5][O:4][C:2]1=[O:3].N(CCO)(CCO)CCO.[CH3:19][CH2:20][CH2:21][CH2:22][CH:23]([C:26]([O-:28])=[O:27])CC.[CH3:19][CH2:20][CH2:21][CH2:22][CH:23]([C:26]([O-:28])=[O:27])CC.[Sn+2], predict the reaction product. (5) Given the reactants [C:1]1(=O)[O:6][C:4](=[O:5])[C:3]2=[CH:7][CH:8]=[CH:9][CH:10]=[C:2]12.C1(CN)C=CC=C(C[NH2:19])C=1, predict the reaction product. The product is: [C:1]1(=[O:6])[NH:19][C:4](=[O:5])[C:3]2=[CH:7][CH:8]=[CH:9][CH:10]=[C:2]12. (6) Given the reactants [CH:1]1([N:4]2[C:8]([C:9]3[CH:10]=[CH:11][C:12]4[N:13]([CH:15]=[C:16]([NH:18]C(=O)C)[N:17]=4)[N:14]=3)=[C:7]([C:22]3[CH:27]=[CH:26][C:25]([F:28])=[CH:24][CH:23]=3)[N:6]=[CH:5]2)[CH2:3][CH2:2]1.Cl.O1CCOCC1, predict the reaction product. The product is: [CH:1]1([N:4]2[C:8]([C:9]3[CH:10]=[CH:11][C:12]4[N:13]([CH:15]=[C:16]([NH2:18])[N:17]=4)[N:14]=3)=[C:7]([C:22]3[CH:27]=[CH:26][C:25]([F:28])=[CH:24][CH:23]=3)[N:6]=[CH:5]2)[CH2:3][CH2:2]1. (7) The product is: [CH2:1]([C:3]1[N:4]=[C:5]2[C:10]([C:11]([F:14])([F:13])[F:12])=[CH:9][CH:8]=[CH:7][N:6]2[C:15]=1[C:16]1[CH:17]=[C:18]([CH:19]=[CH:20][CH:21]=1)[O:22][C:45]1[CH:52]=[CH:51][C:48]([C:49]#[N:50])=[C:47]([S:53]([CH3:56])(=[O:54])=[O:55])[CH:46]=1)[CH3:2]. Given the reactants [CH2:1]([C:3]1[N:4]=[C:5]2[C:10]([C:11]([F:14])([F:13])[F:12])=[CH:9][CH:8]=[CH:7][N:6]2[C:15]=1[C:16]1[CH:17]=[C:18]([OH:22])[CH:19]=[CH:20][CH:21]=1)[CH3:2].CC1N=C2C(C(F)(F)F)=CC=CN2C=1C1C=CC=CC=1O.F[C:45]1[CH:52]=[CH:51][C:48]([C:49]#[N:50])=[C:47]([S:53]([CH3:56])(=[O:55])=[O:54])[CH:46]=1, predict the reaction product. (8) Given the reactants [S:1]1[CH:5]=[CH:4][CH:3]=[CH:2]1.C([Li:10])CCC.[CH3:11][C:12]1([CH3:43])[CH2:21][CH:20]=[C:19](OS(C(F)(F)F)(=O)=O)[C:18]2[CH:17]=[C:16](/[CH:30]=[CH:31]/[C:32]3[CH:42]=[CH:41][C:35]([C:36]([O:38][CH2:39][CH3:40])=[O:37])=[CH:34][CH:33]=3)[CH:15]=[CH:14][C:13]1=2, predict the reaction product. The product is: [Li:10][C:2]1[S:1][CH:5]=[CH:4][CH:3]=1.[CH3:43][C:12]1([CH3:11])[CH2:21][CH:20]=[C:19]([C:2]2[S:1][CH:5]=[CH:4][CH:3]=2)[C:18]2[CH:17]=[C:16](/[CH:30]=[CH:31]/[C:32]3[CH:33]=[CH:34][C:35]([C:36]([O:38][CH2:39][CH3:40])=[O:37])=[CH:41][CH:42]=3)[CH:15]=[CH:14][C:13]1=2.